Dataset: Peptide-MHC class I binding affinity with 185,985 pairs from IEDB/IMGT. Task: Regression. Given a peptide amino acid sequence and an MHC pseudo amino acid sequence, predict their binding affinity value. This is MHC class I binding data. (1) The peptide sequence is IIIPFIAYFV. The MHC is HLA-A02:03 with pseudo-sequence HLA-A02:03. The binding affinity (normalized) is 0.842. (2) The MHC is HLA-B58:01 with pseudo-sequence HLA-B58:01. The peptide sequence is YRTAVCGLY. The binding affinity (normalized) is 0.0847. (3) The peptide sequence is KVVRVDKL. The MHC is Mamu-B01 with pseudo-sequence YHSMYREKAGNTDENIAYLMHYRYTWAVRAYRWY. The binding affinity (normalized) is 0. (4) The MHC is HLA-A02:03 with pseudo-sequence HLA-A02:03. The peptide sequence is YLLMHLVSL. The binding affinity (normalized) is 0.969.